From a dataset of Experimentally validated miRNA-target interactions with 360,000+ pairs, plus equal number of negative samples. Binary Classification. Given a miRNA mature sequence and a target amino acid sequence, predict their likelihood of interaction. (1) The miRNA is mmu-miR-190b-5p with sequence UGAUAUGUUUGAUAUUGGGUUG. The protein sequence of the target gene is MEFTASPKPQLSSRANAFSIAALMSSGGPKEKEAAENTIKPLEQFVEKSSCAQPLGELTSLDAHAEFGGGGGSPSSSSLCTEPLIPTTPIIPSEEMAKIACSLETKELWDKFHELGTEMIITKSGRRMFPTIRVSFSGVDPESKYIVLMDIVPVDNKRYRYAYHRSSWLVAGKADPPLPARLYVHPDSPFTGEQLLKQMVSFEKVKLTNNELDQHGHIILNSMHKYQPRVHIIKKKDHTASLLNLKSEEFRTFIFPETVFTAVTAYQNQLITKLKIDSNPFAKGFRDSSRLTDIERESVE.... Result: 0 (no interaction). (2) The miRNA is hsa-miR-3939 with sequence UACGCGCAGACCACAGGAUGUC. The protein sequence of the target gene is MLARAPPRRPPRLVLLRLLLLHLLLLALRARCLSAEPGQGAQTWARFARAPAPEAAGLLHDTFPDGFLWAVGSAAYQTEGGWRQHGKGASIWDTFTHHSGAAPSDSPIVVAPSGAPSPPLSSTGDVASDSYNNVYRDTEGLRELGVTHYRFSISWARVLPNGTAGTPNREGLRYYRRLLERLRELGVQPVVTLYHWDLPQRLQDTYGGWANRALADHFRDYAELCFRHFGGQVKYWITIDNPYVVAWHGYATGRLAPGVRGSSRLGYLVAHNLLLAHAKVWHLYNTSFRPTQGGRVSIAL.... Result: 0 (no interaction). (3) The miRNA is hsa-miR-4724-3p with sequence GUACCUUCUGGUUCAGCUAGU. The protein sequence of the target gene is MGRTSKDKRDVYYRLAKENGWRARSAFKLLQLDKEFQLFQGVTRAVDLCAAPGSWSQVLSQKIGGQGSGHVVAVDLQAMAPLPGVVQIQGDITQLSTAKEIIQHFKGCPADLVVCDGAPDVTGLHDVDEYMQAQLLLAALNIATHVLKPGGCFVAKIFRGRDVTLLYSQLQVFFSSVLCAKPRSSRNSSIEAFAVCQGYDPPEGFIPDLSKPLLDHSYDPDFNQLDGPTRIIVPFVTCGDLSSYDSDRSYPLDLEGGSEYKYTPPTQPPISPPYQEACTLKRKGQLAKEIRPQDCPISRV.... Result: 0 (no interaction). (4) The miRNA is hsa-miR-3159 with sequence UAGGAUUACAAGUGUCGGCCAC. The protein sequence of the target gene is MDDSEVESTASILASVKEQEAQFEKLTRALEEERRHVSAQLERVRVSPQDANPLMANGTLTRRHQNGRFVGDADLERQKFSDLKLNGPQDHSHLLYSTIPRMQEPGQIVETYTEEDPEGAMSVVSVETSDDGTTRRTETTVKKVVKTVTTRTVQPVAMGPDGLPVDASSVSNNYIQTLGRDFRKNGNGGPGPYVGQAGTATLPRNFHYPPDGYSRHYEDGYPGGSDNYGSLSRVTRIEERYRPSMEGYRAPSRQDVYGPQPQVRVGGSSVDLHRFHPEPYGLEDDQRSMGYDDLDYGMMS.... Result: 1 (interaction). (5) Result: 0 (no interaction). The protein sequence of the target gene is MAEGDEAARGQQPHQGLWRRRRTSDPSAAVNHVSSTTSLGENYEDDDLVNSDEVMKKPCPVQIVLAHEDDHNFELDEEALEQILLQEHIRDLNIVVVSVAGAFRKGKSFLLDFMLRYMYNKDSQSWIGGNNEPLTGFTWRGGCERETTGIQVWNEVFVIDRPNGTKVAVLLMDTQGAFDSQSTIKDCATVFALSTMTSSVQVYNLSQNIQEDDLQHLQLFTEYGRLAMEEIYQKPFQTLMFLIRDWSYPYEHSYGLEGGKQFLEKRLQVKQNQHEELQNVRKHIHNCFSNLGCFLLPHPG.... The miRNA is mmu-miR-1198-3p with sequence AAGCUAGCCUCUAACUCAUGGC. (6) The miRNA is hsa-miR-4656 with sequence UGGGCUGAGGGCAGGAGGCCUGU. The protein sequence of the target gene is MKWKHVPFLVMISLLSLSPNHLFLAQLIPDPEDVERGNDHGTPIPTSDNDDNSLGYTGSRLRQEDFPPRIVEHPSDLIVSKGEPATLNCKAEGRPTPTIEWYKGGERVETDKDDPRSHRMLLPSGSLFFLRIVHGRKSRPDEGVYVCVARNYLGEAVSHNASLEVAILRDDFRQNPSDVMVAVGEPAVMECQPPRGHPEPTISWKKDGSPLDDKDERITIRGGKLMITYTRKSDAGKYVCVGTNMVGERESEVAELTVLERPSFVKRPSNLAVTVDDSAEFKCEARGDPVPTVRWRKDDG.... Result: 0 (no interaction). (7) The miRNA is hsa-miR-4432 with sequence AAAGACUCUGCAAGAUGCCU. The protein sequence of the target gene is MNVIYFPLHIFVVYSRAYTSLVLVGCTNLCAVLFARCLDDHLVSLRMSGSRKEFDVKQILKIRWRWFGHQASSPNSTVDSQQGEFWNRGQTGANGGRKFLDPCSLQLPLASIGYRRSSQLDFQNSPSWPMASTSEVPAFEFTAEDCGGAHWLDRPEVDDGTSEEENESDSSSCRTSNSSQTLSSCHTMEPCTSDEFFQALNHAEQTFKKMENYLRHKQLCDVILVAGDRRIPAHRLVLSSVSDYFAAMFTNDVREARQEEIKMEGVEPNSLWSLIQYAYTGRLELKEDNIECLLSTACLL.... Result: 0 (no interaction). (8) The miRNA is mmu-miR-743b-3p with sequence GAAAGACAUCAUGCUGAAUAGA. The protein sequence of the target gene is MAAGGDHGSPDSYRSPLASRYASPEMCFVFSDRYKFRTWRQLWLWLAEAEQTLGLPITDEQIQEMKSNLENIDFKMAAEEEKRLRHDVMAHVHTFGHCCPKAAGIIHLGATSCYVGDNTDLIILRNALDLLLPKLARVISRLADFAKERASLPTLGFTHFQPAQLTTVGKRCCLWIQDLCMDLQNLKRVRDDLRFRGVKGTTGTQASFLQLFEGDDHKVEQLDKMVTEKAGFKRAFIITGQTYTRKVDIEVLSVLASLGASVHKICTDIRLLANLKEMEEPFEKQQIGSSAMPYKRNPMR.... Result: 0 (no interaction). (9) The miRNA is hsa-miR-3927-3p with sequence CAGGUAGAUAUUUGAUAGGCAU. The protein sequence of the target gene is MAEKFDHLEEHLEKFVENIRQLGIIVSDFQPSSQAGLNQKLNFIVTGLQDIDKCRQQLHDITVPLEVFEYIDQGRNPQLYTKECLERALAKNEQVKGKIDTMKKFKSLLIQELSKVFPEDMAKYRSIRGEDHPPS. Result: 1 (interaction).